Dataset: Forward reaction prediction with 1.9M reactions from USPTO patents (1976-2016). Task: Predict the product of the given reaction. (1) Given the reactants [CH3:1][O:2][C:3]([C:5]1[CH:10]=[CH:9][N:8]=[C:7]([NH2:11])[CH:6]=1)=[O:4].C(=O)([O-])O.[Na+].Cl[CH2:18][CH:19]=O, predict the reaction product. The product is: [CH3:1][O:2][C:3]([C:5]1[CH:10]=[CH:9][N:8]2[CH:18]=[CH:19][N:11]=[C:7]2[CH:6]=1)=[O:4]. (2) Given the reactants [C:1]([O:5][C:6]([N:8]1[CH2:13][CH2:12][C:11](=[CH:14]Br)[CH2:10][CH2:9]1)=[O:7])([CH3:4])([CH3:3])[CH3:2].[S:16]1[C:20](B(O)O)=[CH:19][C:18]2[CH:24]=[CH:25][CH:26]=[CH:27][C:17]1=2.C([O-])([O-])=O.[K+].[K+].[Li+].[Cl-], predict the reaction product. The product is: [C:1]([O:5][C:6]([N:8]1[CH2:13][CH2:12][C:11](=[CH:14][C:20]2[S:16][C:17]3[CH:27]=[CH:26][CH:25]=[CH:24][C:18]=3[CH:19]=2)[CH2:10][CH2:9]1)=[O:7])([CH3:4])([CH3:3])[CH3:2]. (3) Given the reactants C[C:2]1([C:9]([OH:11])=[O:10])[CH2:8][CH2:7][CH2:6][CH2:5][CH2:4][CH2:3]1.[CH:12](NC(C)C)(C)C.[Li].[CH3:20][O:21][C:22](Cl)=[O:23], predict the reaction product. The product is: [C:2]1([C:9]([O:11][CH3:12])=[O:10])([C:22]([O:21][CH3:20])=[O:23])[CH2:8][CH2:7][CH2:6][CH2:5][CH2:4][CH2:3]1. (4) Given the reactants [CH2:1]=[C:2]([CH2:13][C:14]1[CH:19]=[CH:18][CH:17]=[CH:16][CH:15]=1)[C:3]([O:5][CH2:6][C:7]1[CH:12]=[CH:11][CH:10]=[CH:9][CH:8]=1)=[O:4].Cl.[CH3:21][N:22]([CH3:26])[CH2:23][CH2:24][SH:25].N1CCCCC1.[OH-].C([N+](C)(C)C)C1C=CC=CC=1, predict the reaction product. The product is: [CH3:21][N:22]([CH3:26])[CH2:23][CH2:24][S:25][CH2:1][CH:2]([CH2:13][C:14]1[CH:15]=[CH:16][CH:17]=[CH:18][CH:19]=1)[C:3]([O:5][CH2:6][C:7]1[CH:8]=[CH:9][CH:10]=[CH:11][CH:12]=1)=[O:4]. (5) Given the reactants [NH2:1][CH:2]([C:4]1[N:5]=[C:6]2[CH:15]=[CH:14][C:13]([F:16])=[CH:12][N:7]2[C:8](=[O:11])[C:9]=1[Br:10])[CH3:3].C(N(CC)CC)C.[CH:24]([S:26]([CH2:29][CH3:30])(=[O:28])=[O:27])=[CH2:25], predict the reaction product. The product is: [Br:10][C:9]1[C:8](=[O:11])[N:7]2[CH:12]=[C:13]([F:16])[CH:14]=[CH:15][C:6]2=[N:5][C:4]=1[CH:2]([NH:1][CH2:25][CH2:24][S:26]([CH2:29][CH3:30])(=[O:28])=[O:27])[CH3:3].